Dataset: Forward reaction prediction with 1.9M reactions from USPTO patents (1976-2016). Task: Predict the product of the given reaction. Given the reactants [Br:1][C:2]1[C:10]2[CH:9]=[CH:8][C:7](=[O:11])[N:6]([C:12]3[C:17]([F:18])=[CH:16][CH:15]=[CH:14][C:13]=3[F:19])[C:5]=2[S:4][C:3]=1[C:20]([OH:22])=O.C(N1C=CN=C1)(N1C=CN=C1)=O.[NH:35]1[CH2:39][CH2:38][CH2:37][C@@H:36]1[CH2:40][OH:41].O, predict the reaction product. The product is: [Br:1][C:2]1[C:10]2[CH:9]=[CH:8][C:7](=[O:11])[N:6]([C:12]3[C:13]([F:19])=[CH:14][CH:15]=[CH:16][C:17]=3[F:18])[C:5]=2[S:4][C:3]=1[C:20]([N:35]1[CH2:39][CH2:38][CH2:37][C@@H:36]1[CH2:40][OH:41])=[O:22].